Dataset: Reaction yield outcomes from USPTO patents with 853,638 reactions. Task: Predict the reaction yield, written as a fraction of the theoretical maximum amount of product (1.0 means a 100% yield; for example, 0.34 means a 34% yield). (1) The reactants are C[O:2][C:3](=O)[CH2:4][NH:5][C:6]([O:8][C:9]([CH3:12])([CH3:11])[CH3:10])=[O:7].[NH2:14][NH2:15]. The catalyst is C(O)C. The product is [C:9]([O:8][C:6](=[O:7])[NH:5][CH2:4][C:3]([NH:14][NH2:15])=[O:2])([CH3:12])([CH3:11])[CH3:10]. The yield is 0.760. (2) The reactants are [S:1](=[O:35])(=[O:34])([O:3][CH2:4][C@@H:5]1[C@@H:12]2[C@@H:8]([O:9]C(C)(C)[O:11]2)[C@H:7]([C:15]2[C:19]3[N:20]=[CH:21][N:22]=[C:23]([NH:24][C@@H:25]4[C:33]5[C:28](=[CH:29][CH:30]=[CH:31][CH:32]=5)[CH2:27][CH2:26]4)[C:18]=3[NH:17][CH:16]=2)[O:6]1)[NH2:2]. The catalyst is C(O)(C(F)(F)F)=O.O. The product is [S:1](=[O:34])(=[O:35])([O:3][CH2:4][C@@H:5]1[C@@H:12]([OH:11])[C@@H:8]([OH:9])[C@H:7]([C:15]2[C:19]3[N:20]=[CH:21][N:22]=[C:23]([NH:24][C@@H:25]4[C:33]5[C:28](=[CH:29][CH:30]=[CH:31][CH:32]=5)[CH2:27][CH2:26]4)[C:18]=3[NH:17][CH:16]=2)[O:6]1)[NH2:2]. The yield is 0.390. (3) The product is [C:11]([O:10][CH:5]1[CH2:6][C:7]([CH3:9])([CH3:8])[N:2]([O:1][C:21]([O:23][C:24]([CH3:27])([CH3:26])[CH3:25])=[O:22])[C:3]([CH3:20])([CH3:19])[CH2:4]1)(=[O:18])[C:12]1[CH:17]=[CH:16][CH:15]=[CH:14][CH:13]=1. The yield is 0.660. The reactants are [OH:1][N:2]1[C:7]([CH3:9])([CH3:8])[CH2:6][CH:5]([O:10][C:11](=[O:18])[C:12]2[CH:17]=[CH:16][CH:15]=[CH:14][CH:13]=2)[CH2:4][C:3]1([CH3:20])[CH3:19].[C:21](O[C:21]([O:23][C:24]([CH3:27])([CH3:26])[CH3:25])=[O:22])([O:23][C:24]([CH3:27])([CH3:26])[CH3:25])=[O:22]. The catalyst is CN(C)C1C=CN=CC=1.C1COCC1. (4) The reactants are [F:1][C:2]([F:43])([F:42])[C:3]1[CH:4]=[C:5]([CH:35]=[C:36]([C:38]([F:41])([F:40])[F:39])[CH:37]=1)[CH2:6][N:7]([C:30]1[NH:34][N:33]=[N:32][N:31]=1)[CH:8]1[CH2:14][CH2:13][CH2:12][N:11]([C:15]([O:17][CH:18]([CH3:20])[CH3:19])=[O:16])[C:10]2[C:21]([CH3:29])=[C:22]([C:25]([F:28])([F:27])[F:26])[CH:23]=[CH:24][C:9]1=2.CO.[C:46]1(P(C2C=CC=CC=2)C2C=CC=CC=2)C=CC=CC=1.N(C(OCC)=O)=NC(OCC)=O. The catalyst is ClCCl. The product is [F:39][C:38]([F:41])([F:40])[C:36]1[CH:35]=[C:5]([CH:4]=[C:3]([C:2]([F:42])([F:1])[F:43])[CH:37]=1)[CH2:6][N:7]([C:30]1[N:31]=[N:32][N:33]([CH3:46])[N:34]=1)[CH:8]1[CH2:14][CH2:13][CH2:12][N:11]([C:15]([O:17][CH:18]([CH3:19])[CH3:20])=[O:16])[C:10]2[C:21]([CH3:29])=[C:22]([C:25]([F:26])([F:27])[F:28])[CH:23]=[CH:24][C:9]1=2. The yield is 0.530. (5) The reactants are [H-].[Na+].[I-].[Cl:4][C:5]1[CH:10]=[CH:9][C:8]([C:11]2[CH:16]=[CH:15][CH:14]=[CH:13][C:12]=2[CH2:17][P+](C2C=CC=CC=2)(C2C=CC=CC=2)C2C=CC=CC=2)=[CH:7][CH:6]=1.[CH2:37]1[O:47][C:40]2([CH2:45][CH2:44][C:43](=O)[CH2:42][CH2:41]2)[O:39][CH2:38]1.OS([O-])(=O)=O.[Na+]. The catalyst is CS(C)=O. The product is [Cl:4][C:5]1[CH:6]=[CH:7][C:8]([C:11]2[CH:16]=[CH:15][CH:14]=[CH:13][C:12]=2[CH:17]=[C:38]2[CH2:37][O:47][C:40]3([CH2:45][CH2:44][CH2:43][CH2:42][CH2:41]3)[O:39]2)=[CH:9][CH:10]=1. The yield is 0.520. (6) The reactants are [NH2:1][C:2]1[CH:3]=[C:4](/[CH:24]=[C:25]2/[C:26]([NH:31][CH3:32])=[N:27][C:28](=[O:30])[S:29]/2)[CH:5]=[CH:6][C:7]=1[O:8][CH2:9][C:10]1[CH:15]=[CH:14][C:13]([C:16]([F:19])([F:18])[F:17])=[CH:12][C:11]=1[C:20]([F:23])([F:22])[F:21].[CH:33](=O)[CH3:34].C([BH3-])#N.[Na+].C(O)(=O)C. The catalyst is O1CCCC1.C(#N)C. The product is [F:23][C:20]([F:21])([F:22])[C:11]1[CH:12]=[C:13]([C:16]([F:17])([F:18])[F:19])[CH:14]=[CH:15][C:10]=1[CH2:9][O:8][C:7]1[CH:6]=[CH:5][C:4](/[CH:24]=[C:25]2/[C:26]([NH:31][CH3:32])=[N:27][C:28](=[O:30])[S:29]/2)=[CH:3][C:2]=1[NH:1][CH2:33][CH3:34]. The yield is 0.200.